From a dataset of Full USPTO retrosynthesis dataset with 1.9M reactions from patents (1976-2016). Predict the reactants needed to synthesize the given product. (1) Given the product [C:13]1([N:12]([C:19]2[CH:24]=[CH:23][CH:22]=[CH:21][CH:20]=2)[C:11]2[CH:25]=[CH:26][C:8]([C:5]3[CH:4]=[CH:3][C:2]([B:27]4[O:31][C:30]([CH3:33])([CH3:32])[C:29]([CH3:35])([CH3:34])[O:28]4)=[CH:7][N:6]=3)=[CH:9][CH:10]=2)[CH:18]=[CH:17][CH:16]=[CH:15][CH:14]=1, predict the reactants needed to synthesize it. The reactants are: Br[C:2]1[CH:3]=[CH:4][C:5]([C:8]2[CH:26]=[CH:25][C:11]([N:12]([C:19]3[CH:24]=[CH:23][CH:22]=[CH:21][CH:20]=3)[C:13]3[CH:18]=[CH:17][CH:16]=[CH:15][CH:14]=3)=[CH:10][CH:9]=2)=[N:6][CH:7]=1.[B:27]1([B:27]2[O:31][C:30]([CH3:33])([CH3:32])[C:29]([CH3:35])([CH3:34])[O:28]2)[O:31][C:30]([CH3:33])([CH3:32])[C:29]([CH3:35])([CH3:34])[O:28]1.C([O-])(=O)C.[K+]. (2) Given the product [N:1]12[CH2:8][CH2:7][CH:4]([CH2:5][CH2:6]1)[C@H:3]([NH:9][C:10]([C:12]1[C:16]3[C:15](=[CH:20][CH:19]=[C:18]([N:1]4[CH2:2][CH2:3][CH:64]([O:67][CH2:23][C:36]5[CH:31]=[CH:32][CH:33]=[CH:34][CH:35]=5)[CH2:6]4)[CH:17]=3)[N:83]([CH2:70][CH:77]3[CH2:82][CH2:81]3)[N:13]=1)=[O:11])[CH2:2]2, predict the reactants needed to synthesize it. The reactants are: [N:1]12[CH2:8][CH2:7][CH:4]([CH2:5][CH2:6]1)[C@H:3]([NH:9][C:10]([C:12]1[C:16]3[CH:17]=[CH:18][C:19](Br)=[CH:20][C:15]=3S[N:13]=1)=[O:11])[CH2:2]2.C[C:23]1(C)[C:36]2[CH:35]=[CH:34][CH:33]=[C:32](P(C3C=CC=CC=3)C3C=CC=CC=3)[C:31]=2OC2C1=CC=CC=2P(C1C=CC=CC=1)C1C=CC=CC=1.[C:64](=[O:67])([O-])[O-].[Cs+].[Cs+].[C:70](=[NH:83])([C:77]1[CH:82]=[CH:81]C=CC=1)C1C=CC=CC=1. (3) Given the product [CH3:1][O:2][C:3]1[CH:10]=[CH:9][C:6]([CH2:7][N:18]2[C:26]3[C:21](=[CH:22][CH:23]=[C:24]([CH2:27][C:28]([OH:30])=[O:29])[CH:25]=3)[CH:20]=[CH:19]2)=[CH:5][CH:4]=1.[CH2:11]([N:18]1[C:26]2[C:21](=[CH:22][CH:23]=[C:24]([CH2:27][C:28]([OH:30])=[O:29])[CH:25]=2)[CH:20]=[CH:19]1)[C:12]1[CH:13]=[CH:14][CH:15]=[CH:16][CH:17]=1, predict the reactants needed to synthesize it. The reactants are: [CH3:1][O:2][C:3]1[CH:10]=[CH:9][C:6]([CH2:7]Cl)=[CH:5][CH:4]=1.[CH2:11]([N:18]1[C:26]2[C:21](=[CH:22][CH:23]=[C:24]([CH2:27][C:28]([OH:30])=[O:29])[CH:25]=2)[CH:20]=[CH:19]1)[C:12]1[CH:17]=[CH:16][CH:15]=[CH:14][CH:13]=1. (4) Given the product [F:1][C:2]1[C:7]([F:8])=[CH:6][CH:5]=[CH:4][C:3]=1[C:9]1[N:17]=[C:12]2[CH:13]=[N:14][N:15]([CH2:19][C:20]3[O:24][N:23]=[C:22]([C:25]4[CH:30]=[CH:29][C:28]([F:31])=[CH:27][C:26]=4[O:32][C:33]([F:36])([F:34])[F:35])[CH:21]=3)[CH:16]=[C:11]2[N:10]=1, predict the reactants needed to synthesize it. The reactants are: [F:1][C:2]1[C:7]([F:8])=[CH:6][CH:5]=[CH:4][C:3]=1[C:9]1[N:17]=[C:12]2[CH:13]=[N:14][NH:15][CH:16]=[C:11]2[N:10]=1.Cl[CH2:19][C:20]1[O:24][N:23]=[C:22]([C:25]2[CH:30]=[CH:29][C:28]([F:31])=[CH:27][C:26]=2[O:32][C:33]([F:36])([F:35])[F:34])[CH:21]=1. (5) Given the product [CH3:12][C:13]([OH:15])=[O:14].[CH2:1]([OH:8])[C:2]([NH2:7])([CH2:5][OH:6])[CH2:3][OH:4], predict the reactants needed to synthesize it. The reactants are: [CH2:1]([OH:8])[C:2]([NH2:7])([CH2:5][OH:6])[CH2:3][OH:4].C(N([CH2:12][C:13]([OH:15])=[O:14])[CH2:12][C:13]([OH:15])=[O:14])CN([CH2:12][C:13]([OH:15])=[O:14])[CH2:12][C:13]([OH:15])=[O:14].